From a dataset of NCI-60 drug combinations with 297,098 pairs across 59 cell lines. Regression. Given two drug SMILES strings and cell line genomic features, predict the synergy score measuring deviation from expected non-interaction effect. (1) Drug 1: CC(C1=C(C=CC(=C1Cl)F)Cl)OC2=C(N=CC(=C2)C3=CN(N=C3)C4CCNCC4)N. Drug 2: CCC1(CC2CC(C3=C(CCN(C2)C1)C4=CC=CC=C4N3)(C5=C(C=C6C(=C5)C78CCN9C7C(C=CC9)(C(C(C8N6C)(C(=O)OC)O)OC(=O)C)CC)OC)C(=O)OC)O.OS(=O)(=O)O. Cell line: KM12. Synergy scores: CSS=73.1, Synergy_ZIP=5.00, Synergy_Bliss=4.09, Synergy_Loewe=-3.33, Synergy_HSA=9.03. (2) Drug 1: CCCCCOC(=O)NC1=NC(=O)N(C=C1F)C2C(C(C(O2)C)O)O. Drug 2: CC1=C(C(=CC=C1)Cl)NC(=O)C2=CN=C(S2)NC3=CC(=NC(=N3)C)N4CCN(CC4)CCO. Cell line: MCF7. Synergy scores: CSS=7.52, Synergy_ZIP=-3.33, Synergy_Bliss=-6.43, Synergy_Loewe=-2.05, Synergy_HSA=-5.62. (3) Drug 1: CNC(=O)C1=CC=CC=C1SC2=CC3=C(C=C2)C(=NN3)C=CC4=CC=CC=N4. Drug 2: CN1C2=C(C=C(C=C2)N(CCCl)CCCl)N=C1CCCC(=O)O.Cl. Cell line: UO-31. Synergy scores: CSS=7.03, Synergy_ZIP=3.57, Synergy_Bliss=0.642, Synergy_Loewe=0.586, Synergy_HSA=0.664. (4) Drug 1: CC(CN1CC(=O)NC(=O)C1)N2CC(=O)NC(=O)C2. Drug 2: C1=NNC2=C1C(=O)NC=N2. Cell line: COLO 205. Synergy scores: CSS=59.0, Synergy_ZIP=4.68, Synergy_Bliss=6.22, Synergy_Loewe=-26.5, Synergy_HSA=3.13. (5) Drug 1: CNC(=O)C1=CC=CC=C1SC2=CC3=C(C=C2)C(=NN3)C=CC4=CC=CC=N4. Drug 2: CC1=C(C=C(C=C1)C(=O)NC2=CC(=CC(=C2)C(F)(F)F)N3C=C(N=C3)C)NC4=NC=CC(=N4)C5=CN=CC=C5. Cell line: K-562. Synergy scores: CSS=95.1, Synergy_ZIP=11.9, Synergy_Bliss=11.0, Synergy_Loewe=11.0, Synergy_HSA=14.0. (6) Drug 1: CN1CCC(CC1)COC2=C(C=C3C(=C2)N=CN=C3NC4=C(C=C(C=C4)Br)F)OC. Drug 2: CC(C1=C(C=CC(=C1Cl)F)Cl)OC2=C(N=CC(=C2)C3=CN(N=C3)C4CCNCC4)N. Cell line: NCI/ADR-RES. Synergy scores: CSS=7.28, Synergy_ZIP=0.0399, Synergy_Bliss=0.608, Synergy_Loewe=-2.11, Synergy_HSA=-0.825. (7) Drug 1: C1=CC(=CC=C1C#N)C(C2=CC=C(C=C2)C#N)N3C=NC=N3. Drug 2: CCC(=C(C1=CC=CC=C1)C2=CC=C(C=C2)OCCN(C)C)C3=CC=CC=C3.C(C(=O)O)C(CC(=O)O)(C(=O)O)O. Cell line: OVCAR-5. Synergy scores: CSS=8.56, Synergy_ZIP=-6.37, Synergy_Bliss=-13.1, Synergy_Loewe=8.10, Synergy_HSA=-10.9. (8) Drug 1: COC1=C(C=C2C(=C1)N=CN=C2NC3=CC(=C(C=C3)F)Cl)OCCCN4CCOCC4. Drug 2: CCCS(=O)(=O)NC1=C(C(=C(C=C1)F)C(=O)C2=CNC3=C2C=C(C=N3)C4=CC=C(C=C4)Cl)F. Cell line: MDA-MB-231. Synergy scores: CSS=12.5, Synergy_ZIP=-2.92, Synergy_Bliss=1.25, Synergy_Loewe=-3.40, Synergy_HSA=-0.660.